From a dataset of Catalyst prediction with 721,799 reactions and 888 catalyst types from USPTO. Predict which catalyst facilitates the given reaction. (1) Reactant: Cl[C:2]1[N:7]=[C:6]([S:8][CH3:9])[N:5]=[C:4]2[N:10]([C:15]3[C:20]([F:21])=[CH:19][CH:18]=[CH:17][C:16]=3[F:22])[C:11](=[O:14])[NH:12][CH2:13][C:3]=12.[CH2:23]([N:25]([CH2:44][CH3:45])[C:26](=[O:43])[C:27]1[CH:32]=[CH:31][C:30]([CH3:33])=[C:29](B2OC(C)(C)C(C)(C)O2)[CH:28]=1)[CH3:24].C([O-])([O-])=O.[K+].[K+]. Product: [F:22][C:16]1[CH:17]=[CH:18][CH:19]=[C:20]([F:21])[C:15]=1[N:10]1[C:4]2[N:5]=[C:6]([S:8][CH3:9])[N:7]=[C:2]([C:29]3[CH:28]=[C:27]([CH:32]=[CH:31][C:30]=3[CH3:33])[C:26]([N:25]([CH2:44][CH3:45])[CH2:23][CH3:24])=[O:43])[C:3]=2[CH2:13][NH:12][C:11]1=[O:14]. The catalyst class is: 38. (2) Product: [NH2:22][C@H:20]([CH3:21])[CH:19]([NH:18][C:16]([C:12]1[N:8]2[CH:9]=[CH:10][CH:11]=[C:6]([O:5][CH2:4][C:3]3[C:2]([F:1])=[CH:37][CH:36]=[CH:35][C:34]=3[F:38])[C:7]2=[N:14][C:13]=1[CH3:15])=[O:17])[CH3:33]. Reactant: [F:1][C:2]1[CH:37]=[CH:36][CH:35]=[C:34]([F:38])[C:3]=1[CH2:4][O:5][C:6]1[C:7]2[N:8]([C:12]([C:16]([NH:18][CH:19]([CH3:33])[C@H:20]([NH:22]C(=O)OCC3C=CC=CC=3)[CH3:21])=[O:17])=[C:13]([CH3:15])[N:14]=2)[CH:9]=[CH:10][CH:11]=1. The catalyst class is: 29. (3) Reactant: [N:1]1[C:10]2[C:5](=[CH:6][CH:7]=[CH:8][CH:9]=2)[CH:4]=[CH:3][C:2]=1[N:11]1[CH2:14][CH:13]([O:15][C:16]2[C:17]([CH:22]3[CH2:27][CH2:26][N:25](C(OC(C)(C)C)=O)[CH2:24][CH2:23]3)=[N:18][CH:19]=[CH:20][N:21]=2)[CH2:12]1.[ClH:35]. Product: [ClH:35].[NH:25]1[CH2:26][CH2:27][CH:22]([C:17]2[C:16]([O:15][CH:13]3[CH2:14][N:11]([C:2]4[CH:3]=[CH:4][C:5]5[C:10](=[CH:9][CH:8]=[CH:7][CH:6]=5)[N:1]=4)[CH2:12]3)=[N:21][CH:20]=[CH:19][N:18]=2)[CH2:23][CH2:24]1. The catalyst class is: 5. (4) Reactant: [CH3:1][N:2]([CH2:4][C:5]1[CH:10]=[CH:9][CH:8]=[CH:7][C:6]=1[N+:11]([O-:13])=[O:12])[CH3:3].[I:14][CH3:15]. Product: [I-:14].[CH3:3][N+:2]([CH3:15])([CH3:1])[CH2:4][C:5]1[CH:10]=[CH:9][CH:8]=[CH:7][C:6]=1[N+:11]([O-:13])=[O:12]. The catalyst class is: 2. (5) Reactant: [CH2:1]([N:8]([CH2:13][CH2:14][CH2:15][OH:16])[C:9](=[O:12])[CH2:10]Cl)[C:2]1[CH:7]=[CH:6][CH:5]=[CH:4][CH:3]=1.[H-].[Na+]. Product: [CH2:1]([N:8]1[CH2:13][CH2:14][CH2:15][O:16][CH2:10][C:9]1=[O:12])[C:2]1[CH:7]=[CH:6][CH:5]=[CH:4][CH:3]=1. The catalyst class is: 1. (6) Reactant: [ClH:1].C(OC([N:9]1[CH2:15][CH2:14][CH2:13][CH2:12][CH2:11][C@H:10]1[C:16](=[O:27])[NH:17][C:18]1[CH:22]=[C:21]([C:23]([CH3:26])([CH3:25])[CH3:24])[O:20][N:19]=1)=O)(C)(C)C. Product: [ClH:1].[C:23]([C:21]1[O:20][N:19]=[C:18]([NH:17][C:16]([C@@H:10]2[CH2:11][CH2:12][CH2:13][CH2:14][CH2:15][NH:9]2)=[O:27])[CH:22]=1)([CH3:26])([CH3:24])[CH3:25]. The catalyst class is: 258. (7) Reactant: [Cl:1][C:2]1[N:3]=[N:4][C:5](Cl)=[CH:6][CH:7]=1.[Cl-].C(C1C=CC=C(CCC)C=1[N+:22]1[CH:26]=[CH:25][N:24]([C:27]2[C:32]([CH2:33][CH2:34][CH3:35])=[CH:31]C=CC=2CCC)[CH:23]=1)CC.CC(C)([O-])C.[Na+]. Product: [Cl:1][C:2]1[N:3]=[N:4][C:5]([N:22]2[CH2:35][CH:34]3[CH2:23][N:24]4[CH2:27][CH:32]([CH2:31][CH:26]2[CH2:25]4)[CH2:33]3)=[CH:6][CH:7]=1. The catalyst class is: 101.